Dataset: Merck oncology drug combination screen with 23,052 pairs across 39 cell lines. Task: Regression. Given two drug SMILES strings and cell line genomic features, predict the synergy score measuring deviation from expected non-interaction effect. (1) Drug 1: CCC1=CC2CN(C1)Cc1c([nH]c3ccccc13)C(C(=O)OC)(c1cc3c(cc1OC)N(C)C1C(O)(C(=O)OC)C(OC(C)=O)C4(CC)C=CCN5CCC31C54)C2. Drug 2: NC(=O)c1cccc2cn(-c3ccc(C4CCCNC4)cc3)nc12. Cell line: NCIH1650. Synergy scores: synergy=-5.27. (2) Drug 1: COC1CC2CCC(C)C(O)(O2)C(=O)C(=O)N2CCCCC2C(=O)OC(C(C)CC2CCC(OP(C)(C)=O)C(OC)C2)CC(=O)C(C)C=C(C)C(O)C(OC)C(=O)C(C)CC(C)C=CC=CC=C1C. Drug 2: CNC(=O)c1cc(Oc2ccc(NC(=O)Nc3ccc(Cl)c(C(F)(F)F)c3)cc2)ccn1. Cell line: RKO. Synergy scores: synergy=19.6.